This data is from NCI-60 drug combinations with 297,098 pairs across 59 cell lines. The task is: Regression. Given two drug SMILES strings and cell line genomic features, predict the synergy score measuring deviation from expected non-interaction effect. (1) Drug 1: CC1=C2C(C(=O)C3(C(CC4C(C3C(C(C2(C)C)(CC1OC(=O)C(C(C5=CC=CC=C5)NC(=O)C6=CC=CC=C6)O)O)OC(=O)C7=CC=CC=C7)(CO4)OC(=O)C)O)C)OC(=O)C. Drug 2: COC1=C2C(=CC3=C1OC=C3)C=CC(=O)O2. Cell line: A498. Synergy scores: CSS=7.14, Synergy_ZIP=-5.54, Synergy_Bliss=-1.46, Synergy_Loewe=-16.6, Synergy_HSA=-2.62. (2) Drug 1: C1=CC(=CC=C1CC(C(=O)O)N)N(CCCl)CCCl.Cl. Drug 2: C(CN)CNCCSP(=O)(O)O. Cell line: UO-31. Synergy scores: CSS=5.49, Synergy_ZIP=-0.894, Synergy_Bliss=-0.0611, Synergy_Loewe=-0.946, Synergy_HSA=-0.852. (3) Drug 1: CC1C(C(=O)NC(C(=O)N2CCCC2C(=O)N(CC(=O)N(C(C(=O)O1)C(C)C)C)C)C(C)C)NC(=O)C3=C4C(=C(C=C3)C)OC5=C(C(=O)C(=C(C5=N4)C(=O)NC6C(OC(=O)C(N(C(=O)CN(C(=O)C7CCCN7C(=O)C(NC6=O)C(C)C)C)C)C(C)C)C)N)C. Drug 2: COC1=C2C(=CC3=C1OC=C3)C=CC(=O)O2. Cell line: SW-620. Synergy scores: CSS=11.6, Synergy_ZIP=-5.90, Synergy_Bliss=-13.3, Synergy_Loewe=-46.3, Synergy_HSA=-14.8. (4) Drug 1: C1C(C(OC1N2C=NC3=C(N=C(N=C32)Cl)N)CO)O. Drug 2: C1C(C(OC1N2C=NC3=C2NC=NCC3O)CO)O. Cell line: MCF7. Synergy scores: CSS=3.48, Synergy_ZIP=-2.22, Synergy_Bliss=-5.95, Synergy_Loewe=-1.54, Synergy_HSA=-2.97.